From a dataset of Retrosynthesis with 50K atom-mapped reactions and 10 reaction types from USPTO. Predict the reactants needed to synthesize the given product. (1) Given the product CCOC(=O)c1nn(COC(=O)OC(C)C)nc1C(=O)c1cc(OC)c(OC)cc1N, predict the reactants needed to synthesize it. The reactants are: CCOC(=O)c1nn(COC(=O)OC(C)C)nc1C(=O)c1cc(OC)c(OC)cc1[N+](=O)[O-]. (2) The reactants are: CC1(C)CC(c2ccccc2N)Nc2ccc(Cl)cc21.O=S(=O)(Cl)c1ccccc1F. Given the product CC1(C)CC(c2ccccc2NS(=O)(=O)c2ccccc2F)Nc2ccc(Cl)cc21, predict the reactants needed to synthesize it. (3) Given the product O=C(O)COc1ccccc1C(=O)O, predict the reactants needed to synthesize it. The reactants are: O=C(O)CCl.O=C(O)c1ccccc1O. (4) The reactants are: Clc1ccccc1.O=C(Cl)CCC1CCCC1. Given the product O=C(CCC1CCCC1)c1ccc(Cl)cc1, predict the reactants needed to synthesize it. (5) Given the product COCC(O)CN(C(C)=O)c1c(I)c(C(=O)NC(CO)CO)c(I)c(C(=O)NC(CO)CO)c1I, predict the reactants needed to synthesize it. The reactants are: CC(=O)Nc1c(I)c(C(=O)NC(CO)CO)c(I)c(C(=O)NC(CO)CO)c1I.COCC(O)CCl. (6) Given the product Cc1ccc(S(=O)(=O)O[C@H]2C[C@@H](O)C2)cc1, predict the reactants needed to synthesize it. The reactants are: Cc1ccc(S(=O)(=O)O[C@H]2C[C@@H](OCc3ccccc3)C2)cc1. (7) Given the product CCOC(=O)c1sc(-n2cc3c(n2)CCC(NC(=O)c2nc(Cl)c(CC)[nH]2)C3)nc1C, predict the reactants needed to synthesize it. The reactants are: CCOC(=O)c1sc(-n2cc3c(n2)CCC(N)C3)nc1C.CCc1[nH]c(C(=O)O)nc1Cl.